The task is: Predict which catalyst facilitates the given reaction.. This data is from Catalyst prediction with 721,799 reactions and 888 catalyst types from USPTO. Reactant: [C:1]1([NH:7][C:8]2[C:9](=[CH:13][C:14]([N+:17]([O-:19])=[O:18])=[CH:15][CH:16]=2)[C:10]([OH:12])=O)[CH:6]=[CH:5][CH:4]=[CH:3][CH:2]=1.P(Cl)(Cl)(Cl)=O.Cl. The catalyst class is: 6. Product: [N+:17]([C:14]1[CH:15]=[CH:16][C:8]2[NH:7][C:1]3[C:2](=[CH:3][CH:4]=[CH:5][CH:6]=3)[C:10](=[O:12])[C:9]=2[CH:13]=1)([O-:19])=[O:18].